From a dataset of Forward reaction prediction with 1.9M reactions from USPTO patents (1976-2016). Predict the product of the given reaction. (1) Given the reactants [C:1]([C:5]1[CH:9]=[C:8]([C:10]2[CH:15]=[CH:14][CH:13]=[CH:12][CH:11]=2)[N:7]([CH2:16][C:17]2[CH:38]=[CH:37][C:20]([CH2:21][NH:22][C:23]3[CH:28]=[CH:27][C:26]([CH2:29][CH2:30][C:31]([O:33]CC)=[O:32])=[C:25]([F:36])[CH:24]=3)=[CH:19][CH:18]=2)[N:6]=1)([CH3:4])([CH3:3])[CH3:2].[OH-].[Na+].O.C(O)(=O)CC(CC(O)=O)(C(O)=O)O, predict the reaction product. The product is: [C:1]([C:5]1[CH:9]=[C:8]([C:10]2[CH:11]=[CH:12][CH:13]=[CH:14][CH:15]=2)[N:7]([CH2:16][C:17]2[CH:38]=[CH:37][C:20]([CH2:21][NH:22][C:23]3[CH:28]=[CH:27][C:26]([CH2:29][CH2:30][C:31]([OH:33])=[O:32])=[C:25]([F:36])[CH:24]=3)=[CH:19][CH:18]=2)[N:6]=1)([CH3:4])([CH3:2])[CH3:3]. (2) The product is: [CH3:24][N:25]([CH3:30])[CH2:26][CH2:27][CH2:28][O:20][C:19]([C:9]1[S:8][C:7]2[C:6]3[CH:22]=[C:2]([Cl:1])[CH:3]=[CH:4][C:5]=3[O:14][C:13]3[CH:15]=[CH:16][CH:17]=[CH:18][C:12]=3[C:11]=2[CH:10]=1)=[O:21]. Given the reactants [Cl:1][C:2]1[CH:3]=[CH:4][C:5]2[O:14][C:13]3[CH:15]=[CH:16][CH:17]=[CH:18][C:12]=3[C:11]3[CH:10]=[C:9]([C:19]([OH:21])=[O:20])[S:8][C:7]=3[C:6]=2[CH:22]=1.Cl.[CH3:24][N:25]([CH3:30])[CH2:26][CH2:27][CH2:28]Cl, predict the reaction product. (3) Given the reactants [Cl:1][C:2]1[CH:7]=[CH:6][C:5]([CH:8]([NH:14][C:15]2[CH:20]=[CH:19][C:18](B3OC(C)(C)C(C)(C)O3)=[CH:17][CH:16]=2)[CH2:9][NH:10][CH:11]([CH3:13])[CH3:12])=[CH:4][CH:3]=1.C([O-])([O-])=O.[Na+].[Na+].[N+](C1C=CC(C([O:45][C@H:46]2[C:50]3[N:51]=[CH:52][N:53]=[C:54](Cl)[C:49]=3[C@H:48]([CH3:56])[CH2:47]2)=O)=CC=1)([O-])=O.C(O)CC, predict the reaction product. The product is: [ClH:1].[Cl:1][C:2]1[CH:3]=[CH:4][C:5]([CH:8]([NH:14][C:15]2[CH:16]=[CH:17][C:18]([C:54]3[C:49]4[C@H:48]([CH3:56])[CH2:47][C@@H:46]([OH:45])[C:50]=4[N:51]=[CH:52][N:53]=3)=[CH:19][CH:20]=2)[CH2:9][NH:10][CH:11]([CH3:12])[CH3:13])=[CH:6][CH:7]=1. (4) Given the reactants [NH:1]1[CH2:6][CH2:5][CH2:4][CH2:3][C@@H:2]1[C:7]([NH:9][C@H:10]([C:12]1[CH:21]=[CH:20][C:15]([C:16]([O:18][CH3:19])=[O:17])=[CH:14][CH:13]=1)[CH3:11])=[O:8].[F:22][C:23]([F:33])([F:32])[C:24]1[CH:25]=[C:26]([CH:29]=[CH:30][CH:31]=1)[CH2:27]Br.C([O-])([O-])=O.[Na+].[Na+], predict the reaction product. The product is: [F:22][C:23]([F:32])([F:33])[C:24]1[CH:25]=[C:26]([CH:29]=[CH:30][CH:31]=1)[CH2:27][N:1]1[CH2:6][CH2:5][CH2:4][CH2:3][C@@H:2]1[C:7]([NH:9][C@H:10]([C:12]1[CH:13]=[CH:14][C:15]([C:16]([O:18][CH3:19])=[O:17])=[CH:20][CH:21]=1)[CH3:11])=[O:8]. (5) Given the reactants [CH3:1][O:2][CH2:3][CH2:4][NH:5][CH2:6][CH2:7][OH:8].Cl[CH2:10][CH2:11][CH2:12][O:13][C:14]1[CH:23]=[C:22]2[C:17]([C:18]([NH:24][C:25]3[CH:29]=[C:28]([CH2:30][C:31]([NH:33][C:34]4[CH:39]=[CH:38][CH:37]=[C:36]([F:40])[CH:35]=4)=[O:32])[NH:27][N:26]=3)=[N:19][CH:20]=[N:21]2)=[CH:16][CH:15]=1.[I-].[K+], predict the reaction product. The product is: [F:40][C:36]1[CH:35]=[C:34]([NH:33][C:31](=[O:32])[CH2:30][C:28]2[NH:27][N:26]=[C:25]([NH:24][C:18]3[C:17]4[C:22](=[CH:23][C:14]([O:13][CH2:12][CH2:11][CH2:10][N:5]([CH2:6][CH2:7][OH:8])[CH2:4][CH2:3][O:2][CH3:1])=[CH:15][CH:16]=4)[N:21]=[CH:20][N:19]=3)[CH:29]=2)[CH:39]=[CH:38][CH:37]=1. (6) The product is: [F:29][C:2]1([F:1])[C:4]2([CH2:9][CH2:8][N:7]([C:10]3[CH:11]=[CH:12][C:13]([N:16]4[C:25]5[C:20](=[CH:21][CH:22]=[CH:23][CH:24]=5)[NH:19][CH2:18][CH2:17]4)=[N:14][CH:15]=3)[CH2:6][CH2:5]2)[CH2:3]1. Given the reactants [F:1][C:2]1([F:29])[C:4]2([CH2:9][CH2:8][N:7]([C:10]3[CH:11]=[CH:12][C:13]([N:16]4[C:25]5[C:20](=[CH:21][CH:22]=[CH:23][CH:24]=5)[N:19](C(O)=O)[CH2:18][CH2:17]4)=[N:14][CH:15]=3)[CH2:6][CH2:5]2)[CH2:3]1.Cl, predict the reaction product.